Task: Predict the reactants needed to synthesize the given product.. Dataset: Full USPTO retrosynthesis dataset with 1.9M reactions from patents (1976-2016) Given the product [CH:31]1([N:36]2[CH2:37][CH2:38][N:39]([C:14]([CH:11]3[CH2:10][CH2:9][N:8]([C:6]([O:5][C:1]([CH3:2])([CH3:3])[CH3:4])=[O:7])[CH2:13][CH2:12]3)=[O:16])[CH2:40][CH2:41]2)[CH2:32][CH2:33][CH2:34][CH2:35]1, predict the reactants needed to synthesize it. The reactants are: [C:1]([O:5][C:6]([N:8]1[CH2:13][CH2:12][CH:11]([C:14]([OH:16])=O)[CH2:10][CH2:9]1)=[O:7])([CH3:4])([CH3:3])[CH3:2].C(Cl)CCl.C1C=NC2N(O)N=NC=2C=1.[CH:31]1([N:36]2[CH2:41][CH2:40][NH:39][CH2:38][CH2:37]2)[CH2:35][CH2:34][CH2:33][CH2:32]1.